Dataset: Full USPTO retrosynthesis dataset with 1.9M reactions from patents (1976-2016). Task: Predict the reactants needed to synthesize the given product. (1) Given the product [NH2:33][C:28]1[N:27]=[CH:26][C:25]2[C:30](=[CH:31][CH:32]=[C:23]([C:3]3[CH:4]=[C:5]([CH:12]=[CH:13][C:2]=3[Cl:1])[C:6]([NH:8][CH:9]3[CH2:11][CH2:10]3)=[O:7])[CH:24]=2)[N:29]=1, predict the reactants needed to synthesize it. The reactants are: [Cl:1][C:2]1[CH:13]=[CH:12][C:5]([C:6]([NH:8][CH:9]2[CH2:11][CH2:10]2)=[O:7])=[CH:4][C:3]=1I.CC1(C)C(C)(C)OB([C:23]2[CH:24]=[C:25]3[C:30](=[CH:31][CH:32]=2)[N:29]=[C:28]([NH2:33])[N:27]=[CH:26]3)O1.C(=O)([O-])[O-].[Na+].[Na+].O.[Br-].[K+]. (2) Given the product [CH2:9]([O:8][C:6](=[O:7])[C:5](=[CH:11][NH:21][C:20]1[CH:22]=[CH:23][C:24]([O:25][CH3:26])=[C:18]([O:17][CH3:16])[CH:19]=1)[C:4]([O:3][CH2:1][CH3:2])=[O:15])[CH3:10], predict the reactants needed to synthesize it. The reactants are: [CH2:1]([O:3][C:4](=[O:15])[C:5](=[CH:11]OCC)[C:6]([O:8][CH2:9][CH3:10])=[O:7])[CH3:2].[CH3:16][O:17][C:18]1[CH:19]=[C:20]([CH:22]=[CH:23][C:24]=1[O:25][CH3:26])[NH2:21]. (3) Given the product [C:11]([N:6]1[CH:5]([C:3]([O:2][CH3:1])=[O:4])[CH2:9][O:8][C:7]1=[O:10])([O:13][C:14]([CH3:17])([CH3:16])[CH3:15])=[O:12], predict the reactants needed to synthesize it. The reactants are: [CH3:1][O:2][C:3]([CH:5]1[CH2:9][O:8][C:7](=[O:10])[NH:6]1)=[O:4].[C:11](O[C:11]([O:13][C:14]([CH3:17])([CH3:16])[CH3:15])=[O:12])([O:13][C:14]([CH3:17])([CH3:16])[CH3:15])=[O:12].C(N(CC)CC)C.